This data is from Reaction yield outcomes from USPTO patents with 853,638 reactions. The task is: Predict the reaction yield, written as a fraction of the theoretical maximum amount of product (1.0 means a 100% yield; for example, 0.34 means a 34% yield). The yield is 0.970. The catalyst is CCCCCC.CCOC(C)=O. The reactants are [CH:1]1([NH2:7])[CH2:6][CH2:5][CH2:4][CH2:3][CH2:2]1.[CH:8]1[C:13]([C:14]#[N:15])=[CH:12][N:11]=[C:10](Cl)[CH:9]=1.C(=O)([O-])[O-].[K+].[K+].CN(C=O)C. The product is [CH:1]1([NH:7][C:10]2[CH:9]=[CH:8][C:13]([C:14]#[N:15])=[CH:12][N:11]=2)[CH2:6][CH2:5][CH2:4][CH2:3][CH2:2]1.